Dataset: Reaction yield outcomes from USPTO patents with 853,638 reactions. Task: Predict the reaction yield, written as a fraction of the theoretical maximum amount of product (1.0 means a 100% yield; for example, 0.34 means a 34% yield). (1) The reactants are C[O:2][C:3]([C:5]1([C:8]2[CH:9]=[CH:10][C:11]3[O:15][C:14](=[O:16])[NH:13][C:12]=3[CH:17]=2)[CH2:7][CH2:6]1)=[O:4].O[Li].O. The catalyst is CO.O. The product is [O:16]=[C:14]1[NH:13][C:12]2[CH:17]=[C:8]([C:5]3([C:3]([OH:4])=[O:2])[CH2:7][CH2:6]3)[CH:9]=[CH:10][C:11]=2[O:15]1. The yield is 0.840. (2) The reactants are [OH-].[Na+].C[O:4][C:5](=[O:39])[CH2:6][C:7]1[CH:8]=[N:9][CH:10]=[C:11]([C:13]2[CH:18]=[CH:17][C:16]([C:19]([CH2:37][CH3:38])([C:22]3[CH:27]=[CH:26][C:25]([CH2:28][CH2:29][C:30]([CH2:34][CH3:35])([OH:33])[CH2:31][CH3:32])=[C:24]([CH3:36])[CH:23]=3)[CH2:20][CH3:21])=[CH:15][CH:14]=2)[CH:12]=1.[Cl-].[NH4+]. The catalyst is CO.O1CCCC1. The product is [CH2:20]([C:19]([C:16]1[CH:15]=[CH:14][C:13]([C:11]2[CH:12]=[C:7]([CH2:6][C:5]([OH:39])=[O:4])[CH:8]=[N:9][CH:10]=2)=[CH:18][CH:17]=1)([C:22]1[CH:27]=[CH:26][C:25]([CH2:28][CH2:29][C:30]([CH2:31][CH3:32])([OH:33])[CH2:34][CH3:35])=[C:24]([CH3:36])[CH:23]=1)[CH2:37][CH3:38])[CH3:21]. The yield is 0.700. (3) The yield is 0.290. The reactants are Cl[CH:2]([CH2:6][CH2:7][CH2:8][C:9]1[CH:18]=[CH:17][C:16]([O:19][CH3:20])=[C:15]2[C:10]=1[CH:11]=[CH:12][C:13](=[O:22])[N:14]2[CH3:21])[C:3]([OH:5])=O.[NH2:23][C:24](N)=[S:25].C([O-])(=[O:29])C.[Na+]. The catalyst is COC(O)C. The product is [CH3:20][O:19][C:16]1[CH:17]=[CH:18][C:9]([CH2:8][CH2:7][CH2:6][CH:2]2[S:25][C:24](=[O:29])[NH:23][C:3]2=[O:5])=[C:10]2[C:15]=1[N:14]([CH3:21])[C:13](=[O:22])[CH:12]=[CH:11]2.